The task is: Predict the reaction yield, written as a fraction of the theoretical maximum amount of product (1.0 means a 100% yield; for example, 0.34 means a 34% yield).. This data is from Reaction yield outcomes from USPTO patents with 853,638 reactions. (1) The yield is 0.130. The product is [I:39][C:40]1[CH:46]=[CH:45][C:43]([N:44]2[C:32](=[O:34])[C:31]3[CH:35]=[CH:36][CH:37]=[N:38][C:30]=3[N:29]=[C:11]2[C@H:9]([NH:8][C:1](=[O:2])[O:3][C:4]([CH3:5])([CH3:6])[CH3:7])[CH3:10])=[CH:42][CH:41]=1. The reactants are [C:1]([NH:8][C@@H:9]([C:11](O)=O)[CH3:10])([O:3][C:4]([CH3:7])([CH3:6])[CH3:5])=[O:2].CN1CCOCC1.C(OC(Cl)=O)C(C)C.[NH2:29][C:30]1[N:38]=[CH:37][CH:36]=[CH:35][C:31]=1[C:32]([OH:34])=O.[I:39][C:40]1[CH:46]=[CH:45][C:43]([NH2:44])=[CH:42][CH:41]=1. The catalyst is C(Cl)Cl. (2) The reactants are [F:1][C:2]([F:7])([F:6])[C:3]([OH:5])=[O:4].[Cl:8][C:9]1[CH:10]=[N:11][C:12]2[NH:13][C:14]3[CH:15]=[CH:16][CH:17]=[C:18]([CH:40]=3)[CH2:19][CH2:20][C:21]3[CH:29]=[C:25]([NH:26][C:27]=1[N:28]=2)[CH:24]=[CH:23][C:22]=3[O:30][CH2:31][C:32](=[O:39])[N:33]1[CH2:38][CH2:37][NH:36][CH2:35][CH2:34]1.C(N(CC)C(C)C)(C)C.[C:50](Cl)(=[O:52])[CH3:51]. The catalyst is CN(C)C=O. The product is [F:1][C:2]([F:7])([F:6])[C:3]([OH:5])=[O:4].[C:50]([N:36]1[CH2:37][CH2:38][N:33]([C:32](=[O:39])[CH2:31][O:30][C:22]2[CH:23]=[CH:24][C:25]3[NH:26][C:27]4[N:28]=[C:12]([NH:13][C:14]5[CH:15]=[CH:16][CH:17]=[C:18]([CH:40]=5)[CH2:19][CH2:20][C:21]=2[CH:29]=3)[N:11]=[CH:10][C:9]=4[Cl:8])[CH2:34][CH2:35]1)(=[O:52])[CH3:51]. The yield is 0.460. (3) The reactants are [N:1]12[CH2:8][CH2:7][C:4]([C:9]([C:17]3[CH:22]=[CH:21][CH:20]=[CH:19][CH:18]=3)([C:11]3[CH:16]=[CH:15][CH:14]=[CH:13][CH:12]=3)[OH:10])([CH2:5][CH2:6]1)[CH2:3][CH2:2]2.[Br:23][CH2:24][CH2:25][O:26][CH2:27][C:28]1[CH:33]=[CH:32][C:31]([F:34])=[CH:30][CH:29]=1. The catalyst is CC#N.C(Cl)(Cl)Cl. The product is [Br-:23].[F:34][C:31]1[CH:30]=[CH:29][C:28]([CH2:27][O:26][CH2:25][CH2:24][N+:1]23[CH2:6][CH2:5][C:4]([C:9]([OH:10])([C:17]4[CH:22]=[CH:21][CH:20]=[CH:19][CH:18]=4)[C:11]4[CH:12]=[CH:13][CH:14]=[CH:15][CH:16]=4)([CH2:3][CH2:2]2)[CH2:7][CH2:8]3)=[CH:33][CH:32]=1. The yield is 0.160. (4) The reactants are [CH3:1][N:2]([CH3:18])[CH2:3][CH2:4][N:5]([CH3:17])[C:6](=[O:16])[C:7]1[CH:12]=[CH:11][C:10]([N+:13]([O-])=O)=[CH:9][CH:8]=1.[H][H]. The catalyst is CO.[Pd]. The product is [NH2:13][C:10]1[CH:11]=[CH:12][C:7]([C:6]([N:5]([CH2:4][CH2:3][N:2]([CH3:1])[CH3:18])[CH3:17])=[O:16])=[CH:8][CH:9]=1. The yield is 0.990. (5) The reactants are [CH:1](=O)[C:2]1[CH:7]=[CH:6][CH:5]=[CH:4][CH:3]=1.[C:9]([O:15][CH3:16])(=[O:14])[CH2:10][C:11]([CH3:13])=O.[OH-:17].[NH4+:18]. No catalyst specified. The product is [C:2]1([CH:1]2[C:10]([C:9]([O:15][CH3:16])=[O:14])=[C:11]([CH3:13])[NH:18][C:11]([CH3:13])=[C:10]2[C:9]([O:15][CH3:16])=[O:17])[CH:7]=[CH:6][CH:5]=[CH:4][CH:3]=1. The yield is 0.870. (6) The reactants are [Al+3:1].[Cl-].[Cl-].[Cl-].[C:5]1([Mg]Br)[CH:10]=[CH:9][CH:8]=[CH:7][CH:6]=1.[C:13]1(C)[CH:18]=[CH:17][CH:16]=[CH:15][CH:14]=1. The catalyst is C(OC(C)C)(C)C. The product is [C:5]1([Al:1]([C:13]2[CH:14]=[CH:15][CH:16]=[CH:17][CH:18]=2)[C:5]2[CH:10]=[CH:9][CH:8]=[CH:7][CH:6]=2)[CH:10]=[CH:9][CH:8]=[CH:7][CH:6]=1. The yield is 0.180. (7) The reactants are [CH3:1][O:2][C:3]1[CH:15]=[CH:14][CH:13]=[CH:12][C:4]=1[O:5][CH2:6][CH2:7][CH2:8][C:9]([OH:11])=O. The catalyst is C1(C)C=CC=CC=1. The product is [CH3:1][O:2][C:3]1[C:4]2[O:5][CH2:6][CH2:7][CH2:8][C:9](=[O:11])[C:12]=2[CH:13]=[CH:14][CH:15]=1. The yield is 0.100.